Task: Predict which catalyst facilitates the given reaction.. Dataset: Catalyst prediction with 721,799 reactions and 888 catalyst types from USPTO (1) Reactant: [N+:1]([C:4]1[CH:9]=[CH:8][C:7]([S:10][CH:11]2[CH2:15][CH2:14][O:13][C:12]2=[O:16])=[CH:6][CH:5]=1)([O-:3])=[O:2].[OH-:17].[Na+].C(=O)(O)[O-].[Na+].[CH3:24]I. Product: [OH:17][CH2:14][CH2:15][CH:11]([S:10][C:7]1[CH:6]=[CH:5][C:4]([N+:1]([O-:3])=[O:2])=[CH:9][CH:8]=1)[C:12]([O:13][CH3:24])=[O:16]. The catalyst class is: 35. (2) Reactant: [Br:1][C:2]1[CH:3]=[C:4]([N:9]([CH2:14][CH2:15][CH3:16])[CH2:10][C:11](O)=[O:12])[S:5][C:6]=1[C:7]#[N:8].S(Cl)(Cl)=O.O.[NH3:22].O. Product: [Br:1][C:2]1[CH:3]=[C:4]([N:9]([CH2:14][CH2:15][CH3:16])[CH2:10][C:11]([NH2:22])=[O:12])[S:5][C:6]=1[C:7]#[N:8]. The catalyst class is: 11. (3) Reactant: [C:1]([C:4]1[CH:9]=[CH:8][C:7]([S:10][S:11][C:12]2[CH:17]=[CH:16][C:15]([C:18]([OH:20])=O)=[CH:14][CH:13]=2)=[CH:6][CH:5]=1)([OH:3])=O.F[P-](F)(F)(F)(F)F.N1(OC(N(C)C)=[N+](C)C)C2[N:33]=[CH:34][CH:35]=[CH:36][C:31]=2N=N1.[NH:45]1[CH2:49][CH2:48][CH2:47][CH2:46]1.CN(C)C=O. Product: [N:45]1([C:18]([C:15]2[CH:14]=[CH:13][C:12]([S:11][S:10][C:7]3[CH:6]=[CH:5][C:4]([C:1]([N:33]4[CH2:34][CH2:35][CH2:36][CH2:31]4)=[O:3])=[CH:9][CH:8]=3)=[CH:17][CH:16]=2)=[O:20])[CH2:49][CH2:48][CH2:47][CH2:46]1. The catalyst class is: 13. (4) Reactant: [CH:1]1[C:14]2[C:5](=[CH:6][C:7]3[C:12]([C:13]=2[CH2:15][O:16][C:17]2[C:18]4[O:31][N:30]=[C:29]([C:32]5[CH:37]=[CH:36][CH:35]=[CH:34][CH:33]=5)[C:19]=4[C:20](I)=[N:21][C:22]=2[C:23]([O:25][CH2:26][CH3:27])=[O:24])=[CH:11][CH:10]=[CH:9][CH:8]=3)[CH:4]=[CH:3][CH:2]=1.[CH2:38]([B-](F)(F)F)[C:39]1[CH:44]=[CH:43][CH:42]=[CH:41][CH:40]=1.[K+].C(=O)([O-])[O-].[Cs+].[Cs+]. Product: [CH:1]1[C:14]2[C:5](=[CH:6][C:7]3[C:12]([C:13]=2[CH2:15][O:16][C:17]2[C:18]4[O:31][N:30]=[C:29]([C:32]5[CH:37]=[CH:36][CH:35]=[CH:34][CH:33]=5)[C:19]=4[C:20]([CH2:38][C:39]4[CH:44]=[CH:43][CH:42]=[CH:41][CH:40]=4)=[N:21][C:22]=2[C:23]([O:25][CH2:26][CH3:27])=[O:24])=[CH:11][CH:10]=[CH:9][CH:8]=3)[CH:4]=[CH:3][CH:2]=1. The catalyst class is: 140. (5) Reactant: [Cl:1][C:2]1[CH:3]=[N:4][CH:5]=[C:6]([Cl:9])[C:7]=1[CH3:8].C([N-]C(C)C)(C)C.[Li+].[CH3:18][O:19][C:20]1[CH:21]=[C:22]([CH:26]=[CH:27][C:28]=1[O:29][CH3:30])[C:23](Cl)=[O:24].O. Product: [Cl:1][C:2]1[CH:3]=[N:4][CH:5]=[C:6]([Cl:9])[C:7]=1[CH2:8][C:23]([C:22]1[CH:26]=[CH:27][C:28]([O:29][CH3:30])=[C:20]([O:19][CH3:18])[CH:21]=1)=[O:24]. The catalyst class is: 7. (6) Reactant: [F:1][C:2]1[CH:3]=[C:4]([CH:7]=[C:8]([N+:10]([O-:12])=[O:11])[CH:9]=1)[C:5]#[N:6].O.S(=O)(=O)(O)[OH:15].N. Product: [F:1][C:2]1[CH:3]=[C:4]([CH:7]=[C:8]([N+:10]([O-:12])=[O:11])[CH:9]=1)[C:5]([NH2:6])=[O:15]. The catalyst class is: 67. (7) Reactant: C([O:5][C:6](=[O:28])[CH2:7][N:8]([C:11]([O:13][CH2:14][CH:15]1[C:27]2[C:22](=[CH:23][CH:24]=[CH:25][CH:26]=2)[C:21]2[C:16]1=[CH:17][CH:18]=[CH:19][CH:20]=2)=[O:12])[NH:9][CH3:10])(C)(C)C. Product: [C:11]([N:8]([CH2:7][C:6]([OH:28])=[O:5])[NH:9][CH3:10])([O:13][CH2:14][CH:15]1[C:27]2[C:22](=[CH:23][CH:24]=[CH:25][CH:26]=2)[C:21]2[C:16]1=[CH:17][CH:18]=[CH:19][CH:20]=2)=[O:12]. The catalyst class is: 33. (8) Reactant: Br[CH2:2][C:3]1[C:4]([C:24]2[CH:29]=[CH:28][CH:27]=[C:26]([C:30]([F:33])([F:32])[F:31])[CH:25]=2)=[N:5][C:6]2[C:11]([C:12]=1[C:13]([O:15][CH3:16])=[O:14])=[CH:10][C:9]([S:17]([CH3:20])(=[O:19])=[O:18])=[C:8]([O:21][CH2:22][CH3:23])[CH:7]=2.[NH:34]1[CH2:39][CH2:38][CH:37]([N:40]2[CH2:45][CH2:44][O:43][CH2:42][CH2:41]2)[CH2:36][CH2:35]1. Product: [CH2:22]([O:21][C:8]1[CH:7]=[C:6]2[C:11]([C:12]([C:13]([O:15][CH3:16])=[O:14])=[C:3]([CH2:2][N:34]3[CH2:39][CH2:38][CH:37]([N:40]4[CH2:45][CH2:44][O:43][CH2:42][CH2:41]4)[CH2:36][CH2:35]3)[C:4]([C:24]3[CH:29]=[CH:28][CH:27]=[C:26]([C:30]([F:33])([F:32])[F:31])[CH:25]=3)=[N:5]2)=[CH:10][C:9]=1[S:17]([CH3:20])(=[O:19])=[O:18])[CH3:23]. The catalyst class is: 10. (9) Product: [C:12]([SiH2:11][O:10][C:9]([CH3:17])([CH3:16])[C:6]1[S:5][C:4]([C:25](=[O:27])[CH3:26])=[N:8][CH:7]=1)([CH3:15])([CH3:14])[CH3:13]. Reactant: N#N.Br[C:4]1[S:5][C:6]([C:9]([CH3:17])([CH3:16])[O:10][SiH2:11][C:12]([CH3:15])([CH3:14])[CH3:13])=[CH:7][N:8]=1.[Li]CCCC.CN(C)[C:25](=[O:27])[CH3:26].[NH4+].[Cl-]. The catalyst class is: 28.